This data is from Full USPTO retrosynthesis dataset with 1.9M reactions from patents (1976-2016). The task is: Predict the reactants needed to synthesize the given product. Given the product [CH2:12]1[N:17]2[CH2:18][N:19]3[CH2:21][N:15]([CH2:16]2)[CH2:14][N:13]1[CH2:20]3.[Cl:80][CH:22]=[CH:23][CH2:24][Cl:25].[Cl:25][CH:24]=[CH:23][CH2:22][N+:19]12[CH2:20][N:13]3[CH2:14][N:15]([CH2:16][N:17]([CH2:12]3)[CH2:18]1)[CH2:21]2, predict the reactants needed to synthesize it. The reactants are: C[NH+](CC1C=CC=CC=1)C.[Cl-].[CH2:12]1[N:17]2[CH2:18][N+:19]3([CH2:22]/[CH:23]=[CH:24]/[Cl:25])[CH2:21][N:15]([CH2:16]2)[CH2:14][N:13]1[CH2:20]3.[Cl-].CC1C=C(C(CC(C)(C)C)(C)C)C=CC=1OCCOCC[N+](CC1C=CC=CC=1)(C)C.[Cl-].[Cl-].C([N+](C)(C)CC1C=CC([Cl:80])=C(Cl)C=1)CCCCCCCCCCC.CCCCCCCCCC[N+](CCCCCCCCCC)(C)C.CCCCCCCCCC[N+](CCCCCCCCCC)(C)C.[Cl-].[Cl-].C([N+](CCCCCCCCCC)(C)C)CCCCCCC.